Predict which catalyst facilitates the given reaction. From a dataset of Catalyst prediction with 721,799 reactions and 888 catalyst types from USPTO. Reactant: C([O:8][N:9]1[C:15](=[O:16])[N:14]2[CH2:17][C@H:10]1[CH2:11][CH2:12][C@H:13]2[C:18]([NH:20][O:21][C@@H:22]1[CH2:26][C:25](=[O:27])[NH:24][CH2:23]1)=[O:19])C1C=CC=CC=1.[H][H]. Product: [OH:8][N:9]1[C:15](=[O:16])[N:14]2[CH2:17][C@H:10]1[CH2:11][CH2:12][C@H:13]2[C:18]([NH:20][O:21][C@@H:22]1[CH2:26][C:25](=[O:27])[NH:24][CH2:23]1)=[O:19]. The catalyst class is: 19.